Dataset: Reaction yield outcomes from USPTO patents with 853,638 reactions. Task: Predict the reaction yield, written as a fraction of the theoretical maximum amount of product (1.0 means a 100% yield; for example, 0.34 means a 34% yield). (1) The reactants are [NH2:1][C:2]1[S:3][CH:4]=[C:5]2[C:10]=1[C:9](=[O:11])[N:8]([C:12]1[CH:17]=[CH:16][C:15](Cl)=[CH:14][CH:13]=1)[N:7]=[C:6]2[C:19]([O:21][CH2:22][CH3:23])=[O:20]. The catalyst is ClCCl. The product is [NH2:1][C:2]1[S:3][CH:4]=[C:5]2[C:10]=1[C:9](=[O:11])[N:8]([C:12]1[CH:17]=[CH:16][CH:15]=[CH:14][C:13]=1[C:19]([O:21][CH2:22][CH3:23])=[O:20])[N:7]=[C:6]2[C:19]([O:21][CH2:22][CH3:23])=[O:20]. The yield is 0.780. (2) The reactants are [Cl:1][C:2]1[CH:8]=[C:7]([F:9])[CH:6]=[CH:5][C:3]=1[NH2:4].Br[C:11]1[CH:16]=[CH:15][CH:14]=[CH:13][CH:12]=1.C(P(C(C)(C)C)C(C)(C)C)(C)(C)C.CC(C)([O-])C.[Na+]. The product is [Cl:1][C:2]1[CH:8]=[C:7]([F:9])[CH:6]=[CH:5][C:3]=1[NH:4][C:11]1[CH:16]=[CH:15][CH:14]=[CH:13][CH:12]=1. The catalyst is C([O-])(=O)C.[Pd+2].C([O-])(=O)C.CC1C=CC=CC=1C. The yield is 0.440.